From a dataset of Reaction yield outcomes from USPTO patents with 853,638 reactions. Predict the reaction yield, written as a fraction of the theoretical maximum amount of product (1.0 means a 100% yield; for example, 0.34 means a 34% yield). (1) The reactants are [Br:1][C:2]1[CH:3]=[C:4]([C:12]2[N:16]=[C:15]([C:17]3[CH:24]=[CH:23][C:20](C=O)=[CH:19][CH:18]=3)[O:14][N:13]=2)[CH:5]=[CH:6][C:7]=1[O:8][CH:9]([CH3:11])[CH3:10].O.C1(C)C=CC(S(O)(=O)=O)=CC=1.[CH:37]([O:42][CH3:43])([O:40][CH3:41])OC. The catalyst is CO. The product is [Br:1][C:2]1[CH:3]=[C:4]([C:12]2[N:16]=[C:15]([C:17]3[CH:24]=[CH:23][C:20]([CH:37]([O:40][CH3:41])[O:42][CH3:43])=[CH:19][CH:18]=3)[O:14][N:13]=2)[CH:5]=[CH:6][C:7]=1[O:8][CH:9]([CH3:10])[CH3:11]. The yield is 0.960. (2) The reactants are [C:1]([OH:14])(=[O:13])/[CH:2]=[CH:3]/[C:4]1[CH:12]=[CH:11][C:9]([OH:10])=[C:6]([O:7][CH3:8])[CH:5]=1.[C:15](OC(=O)C)(=[O:17])[CH3:16].Cl.C(OCC)(=O)C. The catalyst is N1C=CC=CC=1. The product is [C:15]([O:10][C:9]1[CH:11]=[CH:12][C:4](/[CH:3]=[CH:2]/[C:1]([OH:14])=[O:13])=[CH:5][C:6]=1[O:7][CH3:8])(=[O:17])[CH3:16]. The yield is 0.850. (3) The reactants are [F:1][C:2]1[CH:7]=[CH:6][C:5]([F:8])=[CH:4][C:3]=1[C@H:9]1[CH2:13][CH2:12][CH2:11][N:10]1[C:14]1[CH:19]=[CH:18][N:17]2[N:20]=[CH:21][C:22]([NH2:23])=[C:16]2[N:15]=1.C1N=CN([C:29](N2C=NC=C2)=[O:30])C=1.[CH:36]([N:39]1[CH2:44][CH2:43][NH:42][CH2:41][CH2:40]1)([CH3:38])[CH3:37]. The catalyst is C(Cl)Cl. The product is [F:1][C:2]1[CH:7]=[CH:6][C:5]([F:8])=[CH:4][C:3]=1[C@H:9]1[CH2:13][CH2:12][CH2:11][N:10]1[C:14]1[CH:19]=[CH:18][N:17]2[N:20]=[CH:21][C:22]([NH:23][C:29]([N:42]3[CH2:43][CH2:44][N:39]([CH:36]([CH3:38])[CH3:37])[CH2:40][CH2:41]3)=[O:30])=[C:16]2[N:15]=1. The yield is 0.900. (4) The reactants are [C:1]([C@@H:4]([NH:12][C:13](=[O:22])[O:14]CC1C=CN=CC=1)[CH2:5][C:6]1[CH:11]=[CH:10][CH:9]=[CH:8][CH:7]=1)([OH:3])=O.CC[N:25]([CH:29]([CH3:31])C)[CH:26]([CH3:28])C.CN(C(ON1N=N[C:42]2C=CC=C[C:41]1=2)=[N+](C)C)C.[B-](F)(F)(F)F.[NH2:54][CH2:55][C:56](=[O:61])[C:57]([CH3:60])([CH3:59])[CH3:58].[ClH:62].CCOCC. The catalyst is CN(C=O)C.C(#N)C. The product is [ClH:62].[N:25]1[CH:26]=[CH:28][C:41]([CH2:42][N:12]([C@@H:4]([CH2:5][C:6]2[CH:7]=[CH:8][CH:9]=[CH:10][CH:11]=2)[C:1]([NH:54][CH2:55][C:56](=[O:61])[C:57]([CH3:60])([CH3:59])[CH3:58])=[O:3])[C:13](=[O:22])[OH:14])=[CH:31][CH:29]=1. The yield is 0.370. (5) The reactants are [Cl:1][C:2]1[CH:3]=[C:4]([NH2:16])[C:5]([NH2:15])=[CH:6][C:7]=1[C:8]1[CH:13]=[CH:12][C:11]([F:14])=[CH:10][CH:9]=1.[F:17][C:18]([F:29])([F:28])[C:19]([F:27])([F:26])[C:20]([F:25])([F:24])[C:21](O)=O. No catalyst specified. The product is [Cl:1][C:2]1[C:7]([C:8]2[CH:9]=[CH:10][C:11]([F:14])=[CH:12][CH:13]=2)=[CH:6][C:5]2[NH:15][C:21]([C:20]([F:24])([F:25])[C:19]([F:26])([F:27])[C:18]([F:29])([F:28])[F:17])=[N:16][C:4]=2[CH:3]=1. The yield is 0.330. (6) The reactants are [F:1][C:2]1[CH:7]=[CH:6][C:5]([S:8]([NH:11][C:12]2[C:13]([O:27][CH3:28])=[N:14][CH:15]=[C:16](B3OC(C)(C)C(C)(C)O3)[CH:17]=2)(=[O:10])=[O:9])=[CH:4][CH:3]=1.Br[C:30]1[CH:31]=[CH:32][C:33]2[N:34]([C:36]([C:39]#[C:40][Si:41]([CH3:44])([CH3:43])[CH3:42])=[CH:37][N:38]=2)[N:35]=1.C(Cl)Cl.C([O-])([O-])=O.[Na+].[Na+]. The catalyst is O1CCOCC1.O.C1C=CC(P(C2C=CC=CC=2)[C-]2C=CC=C2)=CC=1.C1C=CC(P(C2C=CC=CC=2)[C-]2C=CC=C2)=CC=1.Cl[Pd]Cl.[Fe+2]. The product is [F:1][C:2]1[CH:3]=[CH:4][C:5]([S:8]([NH:11][C:12]2[C:13]([O:27][CH3:28])=[N:14][CH:15]=[C:16]([C:30]3[CH:31]=[CH:32][C:33]4[N:34]([C:36]([C:39]#[C:40][Si:41]([CH3:42])([CH3:44])[CH3:43])=[CH:37][N:38]=4)[N:35]=3)[CH:17]=2)(=[O:9])=[O:10])=[CH:6][CH:7]=1. The yield is 0.500.